From a dataset of Forward reaction prediction with 1.9M reactions from USPTO patents (1976-2016). Predict the product of the given reaction. (1) Given the reactants [CH:1]([C:4]1[CH:10]=[CH:9][CH:8]=[C:7]([CH:11]([CH3:13])[CH3:12])[C:5]=1[NH2:6])([CH3:3])[CH3:2].[Br:14]Br, predict the reaction product. The product is: [Br:14][C:9]1[CH:10]=[C:4]([CH:1]([CH3:3])[CH3:2])[C:5]([NH2:6])=[C:7]([CH:11]([CH3:13])[CH3:12])[CH:8]=1. (2) Given the reactants [O:1]=[C:2]1[CH2:7][O:6][C@H:5]2[CH2:8][CH2:9][CH2:10][CH2:11][C@@H:4]2[N:3]1[CH:12]1[CH2:17][CH2:16][N:15](C(OC(C)(C)C)=O)[CH2:14][CH2:13]1, predict the reaction product. The product is: [NH:15]1[CH2:14][CH2:13][CH:12]([N:3]2[C:2](=[O:1])[CH2:7][O:6][C@H:5]3[CH2:8][CH2:9][CH2:10][CH2:11][C@H:4]23)[CH2:17][CH2:16]1. (3) Given the reactants [CH3:1][O:2][C:3]1[N:8]=[C:7]([C:9](OC)=[O:10])[C:6]([NH:13][C:14]([C:16]2[C:25]3[C:20](=[CH:21][CH:22]=[CH:23][CH:24]=3)[C:19]([CH2:26][N:27]3[CH:31]=[CH:30][N:29]=[N:28]3)=[CH:18][CH:17]=2)=[O:15])=[CH:5][CH:4]=1.[O:32]1[CH2:37][CH2:36][CH:35]([CH2:38][NH2:39])[CH2:34][CH2:33]1, predict the reaction product. The product is: [CH3:1][O:2][C:3]1[N:8]=[C:7]([C:9]([NH:39][CH2:38][CH:35]2[CH2:36][CH2:37][O:32][CH2:33][CH2:34]2)=[O:10])[C:6]([NH:13][C:14]([C:16]2[C:25]3[C:20](=[CH:21][CH:22]=[CH:23][CH:24]=3)[C:19]([CH2:26][N:27]3[CH:31]=[CH:30][N:29]=[N:28]3)=[CH:18][CH:17]=2)=[O:15])=[CH:5][CH:4]=1. (4) The product is: [Cl:1][C:2]1[CH:3]=[C:4]2[C:9](=[CH:10][C:11]=1[C:12]([N:71]1[CH2:72][CH2:73][CH2:74][CH2:75][CH:70]1[CH2:69][CH2:68][CH2:67][CH2:66][N:65]([CH2:76][CH3:77])[CH2:63][CH3:64])=[O:14])[N:8]=[CH:7][N:6]=[C:5]2[NH:15][CH:16]([C:18]1[NH:22][C:21]2[CH:23]=[CH:24][C:25]([Cl:27])=[CH:26][C:20]=2[N:19]=1)[CH3:17]. Given the reactants [Cl:1][C:2]1[CH:3]=[C:4]2[C:9](=[CH:10][C:11]=1[C:12]([OH:14])=O)[N:8]=[CH:7][N:6]=[C:5]2[NH:15][CH:16]([C:18]1[NH:22][C:21]2[CH:23]=[CH:24][C:25]([Cl:27])=[CH:26][C:20]=2[N:19]=1)[CH3:17].FC1C(OC(N(C)C)=[N+](C)C)=C(F)C(F)=C(F)C=1F.F[P-](F)(F)(F)(F)F.C(N(C(C)C)CC)(C)C.[CH2:63]([N:65]([CH2:76][CH3:77])[CH2:66][CH2:67][CH2:68][CH2:69][CH:70]1[CH2:75][CH2:74][CH2:73][CH2:72][NH:71]1)[CH3:64].FC(F)(F)C(O)=O, predict the reaction product.